Dataset: Peptide-MHC class II binding affinity with 134,281 pairs from IEDB. Task: Regression. Given a peptide amino acid sequence and an MHC pseudo amino acid sequence, predict their binding affinity value. This is MHC class II binding data. The peptide sequence is EQCGRQAGGKLCPNN. The MHC is DRB1_0901 with pseudo-sequence DRB1_0901. The binding affinity (normalized) is 0.271.